This data is from Forward reaction prediction with 1.9M reactions from USPTO patents (1976-2016). The task is: Predict the product of the given reaction. (1) Given the reactants Cl.[C:2]([N:5]1[C:14]2[C:9](=[C:10]([O:28][CH2:29][CH2:30][CH3:31])[C:11]([CH:15]3[CH2:20][CH2:19][N:18](C(OC(C)(C)C)=O)[CH2:17][CH2:16]3)=[CH:12][CH:13]=2)[CH2:8][CH2:7][C@@H:6]1[CH3:32])(=[O:4])[CH3:3], predict the reaction product. The product is: [CH3:32][C@H:6]1[CH2:7][CH2:8][C:9]2[C:14](=[CH:13][CH:12]=[C:11]([CH:15]3[CH2:20][CH2:19][NH:18][CH2:17][CH2:16]3)[C:10]=2[O:28][CH2:29][CH2:30][CH3:31])[N:5]1[C:2](=[O:4])[CH3:3]. (2) The product is: [C:1]([O:5][C:6]([N:8]1[CH2:9][CH2:10][CH:11]([C:14]2[CH:19]=[CH:18][C:17]([C:30]3[CH:35]=[N:34][C:33]([NH:36][C:37]4[CH:38]=[N:39][C:40]([C:43]([F:45])([F:46])[F:44])=[CH:41][CH:42]=4)=[CH:32][CH:31]=3)=[CH:16][CH:15]=2)[CH2:12][CH2:13]1)=[O:7])([CH3:3])([CH3:2])[CH3:4]. Given the reactants [C:1]([O:5][C:6]([N:8]1[CH2:13][CH2:12][CH:11]([C:14]2[CH:19]=[CH:18][C:17](B3OC(C)(C)C(C)(C)O3)=[CH:16][CH:15]=2)[CH2:10][CH2:9]1)=[O:7])([CH3:4])([CH3:3])[CH3:2].Br[C:30]1[CH:31]=[CH:32][C:33]([NH:36][C:37]2[CH:38]=[N:39][C:40]([C:43]([F:46])([F:45])[F:44])=[CH:41][CH:42]=2)=[N:34][CH:35]=1.C([O-])([O-])=O.[Na+].[Na+], predict the reaction product. (3) Given the reactants [CH:1]1([C:4]([OH:6])=O)[CH:3]=[CH:2]1.C(=O)=O.C(N(CC)CC)C.C12(Cl)CC3CC(CC(C3)C1)C2.[Li+].[Cl-].[O:30]1[C:34]2[CH:35]=[CH:36][CH:37]=[CH:38][C:33]=2[NH:32][C:31]1=[O:39], predict the reaction product. The product is: [CH:1]1([C:4]([N:32]2[C:33]3[CH:38]=[CH:37][CH:36]=[CH:35][C:34]=3[O:30][C:31]2=[O:39])=[O:6])[CH:3]=[CH:2]1.